From a dataset of Full USPTO retrosynthesis dataset with 1.9M reactions from patents (1976-2016). Predict the reactants needed to synthesize the given product. (1) Given the product [NH2:27][C:25](=[O:26])[C:24](=[O:28])[CH:23]([NH:22][C:14]([C@H:9]1[CH2:10][CH2:11][C:12](=[O:13])[N:8]1[CH2:7][C:6]1[CH:17]=[CH:18][CH:19]=[C:4]([O:3][C:2]([F:1])([F:21])[F:20])[CH:5]=1)=[O:16])[CH2:29][C:30]1[CH:31]=[CH:32][CH:33]=[CH:34][CH:35]=1, predict the reactants needed to synthesize it. The reactants are: [F:1][C:2]([F:21])([F:20])[O:3][C:4]1[CH:5]=[C:6]([CH:17]=[CH:18][CH:19]=1)[CH2:7][N:8]1[C:12](=[O:13])[CH2:11][CH2:10][C@@H:9]1[C:14]([OH:16])=O.[NH2:22][CH:23]([CH2:29][C:30]1[CH:35]=[CH:34][CH:33]=[CH:32][CH:31]=1)[CH:24]([OH:28])[C:25]([NH2:27])=[O:26].O[NH-].O=[N-]. (2) Given the product [F:8][C:9]1[CH:10]=[C:11]([CH:15]=[C:16]([F:22])[C:17]=1[O:18][CH2:19][C:20]#[CH:21])[C:12]([Cl:25])=[O:13], predict the reactants needed to synthesize it. The reactants are: C1(C)C=CC=CC=1.[F:8][C:9]1[CH:10]=[C:11]([CH:15]=[C:16]([F:22])[C:17]=1[O:18][CH2:19][C:20]#[CH:21])[C:12](O)=[O:13].S(Cl)([Cl:25])=O. (3) Given the product [N:16]([CH:6]([CH2:14][F:15])[CH2:7][C:8]1[CH:13]=[CH:12][CH:11]=[CH:10][CH:9]=1)=[N+:17]=[N-:18], predict the reactants needed to synthesize it. The reactants are: CS(O[CH:6]([CH2:14][F:15])[CH2:7][C:8]1[CH:13]=[CH:12][CH:11]=[CH:10][CH:9]=1)(=O)=O.[N-:16]=[N+:17]=[N-:18].[Na+]. (4) The reactants are: [CH3:1][O:2][C:3]1[CH:11]=[CH:10][C:9]([O:12][CH3:13])=[CH:8][C:4]=1[CH2:5][CH2:6][NH2:7].CO[C:16]([C@@H:18]1[C@@H:22]([N:23]=[N+:24]=[N-:25])[C@@H:21]([O:26]C(=O)C)[C@H:20]([N:30]2[CH:38]=[N:37][C:36]3[C:31]2=[N:32][CH:33]=[N:34][C:35]=3Cl)[O:19]1)=[O:17].[CH2:40]([N:42](CC)CC)C.CN. Given the product [CH3:40][NH:42][C:16]([C@@H:18]1[C@@H:22]([N:23]=[N+:24]=[N-:25])[C@@H:21]([OH:26])[C@H:20]([N:30]2[CH:38]=[N:37][C:36]3[C:31]2=[N:32][CH:33]=[N:34][C:35]=3[NH:7][CH2:6][CH2:5][C:4]2[CH:8]=[C:9]([O:12][CH3:13])[CH:10]=[CH:11][C:3]=2[O:2][CH3:1])[O:19]1)=[O:17], predict the reactants needed to synthesize it. (5) Given the product [CH:30]1([S:27]([NH2:8])(=[O:28])=[O:29])[CH2:32][CH2:31][CH2:33][CH2:34]1, predict the reactants needed to synthesize it. The reactants are: C(OC([N:8]1C[C@H](OC2C=CN=C(Cl)N=2)C[C@H]1C(O)=O)=O)(C)(C)C.C1([S:27]([C@@:30]2(NC(=O)O)[CH2:32][C@:31]2(C(N)=O)[CH:33]=[CH2:34])(=[O:29])=[O:28])CC1.CCN(C(C)C)C(C)C.C1C=CC2N(O)N=NC=2C=1.CN(C(ON1N=NC2C=CC=CC1=2)=[N+](C)C)C.F[P-](F)(F)(F)(F)F. (6) The reactants are: [Br:1][C:2]1[CH:17]=[CH:16][C:5]2[N:6]=[C:7]([N:9]3[CH2:14][CH2:13][CH2:12][C@H:11]([OH:15])[CH2:10]3)[S:8][C:4]=2[CH:3]=1.ClCCl.C(N(CC)CC)C.[CH3:28][S:29](Cl)(=[O:31])=[O:30]. Given the product [CH3:28][S:29]([O:15][C@H:11]1[CH2:12][CH2:13][CH2:14][N:9]([C:7]2[S:8][C:4]3[CH:3]=[C:2]([Br:1])[CH:17]=[CH:16][C:5]=3[N:6]=2)[CH2:10]1)(=[O:31])=[O:30], predict the reactants needed to synthesize it. (7) Given the product [Cl:7][C:8]1[CH:13]=[CH:12][C:11]([S:14]([C:17]2([C:32]3[CH:37]=[C:36]([F:38])[CH:35]=[CH:34][C:33]=3[F:39])[CH2:18][CH2:19][CH:20]([NH:23][S:24]([CH2:27][CH2:28][OH:29])(=[O:26])=[O:25])[CH2:21][CH2:22]2)(=[O:16])=[O:15])=[CH:10][CH:9]=1, predict the reactants needed to synthesize it. The reactants are: [H-].[H-].[H-].[H-].[Li+].[Al+3].[Cl:7][C:8]1[CH:13]=[CH:12][C:11]([S:14]([C:17]2([C:32]3[CH:37]=[C:36]([F:38])[CH:35]=[CH:34][C:33]=3[F:39])[CH2:22][CH2:21][CH:20]([NH:23][S:24]([CH2:27][C:28](OC)=[O:29])(=[O:26])=[O:25])[CH2:19][CH2:18]2)(=[O:16])=[O:15])=[CH:10][CH:9]=1.